This data is from Peptide-MHC class I binding affinity with 185,985 pairs from IEDB/IMGT. The task is: Regression. Given a peptide amino acid sequence and an MHC pseudo amino acid sequence, predict their binding affinity value. This is MHC class I binding data. (1) The MHC is HLA-A29:02 with pseudo-sequence HLA-A29:02. The binding affinity (normalized) is 0.394. The peptide sequence is EFSSNVANY. (2) The peptide sequence is AVRQKSRWI. The MHC is HLA-B39:01 with pseudo-sequence HLA-B39:01. The binding affinity (normalized) is 0.0847. (3) The peptide sequence is LMANLAPHL. The MHC is HLA-A23:01 with pseudo-sequence HLA-A23:01. The binding affinity (normalized) is 0.134. (4) The peptide sequence is AYGENFEFW. The MHC is HLA-A24:03 with pseudo-sequence HLA-A24:03. The binding affinity (normalized) is 0.939. (5) The peptide sequence is LMNFHQKKN. The MHC is HLA-A03:01 with pseudo-sequence HLA-A03:01. The binding affinity (normalized) is 0. (6) The peptide sequence is ITKEKKEEL. The MHC is HLA-B51:01 with pseudo-sequence HLA-B51:01. The binding affinity (normalized) is 0.0847. (7) The peptide sequence is REFLTRNPA. The MHC is HLA-B45:01 with pseudo-sequence HLA-B45:01. The binding affinity (normalized) is 0.829. (8) The peptide sequence is TLPGCLIIL. The MHC is HLA-B27:03 with pseudo-sequence HLA-B27:03. The binding affinity (normalized) is 0.0847. (9) The peptide sequence is KDTPGGYCL. The MHC is HLA-B40:02 with pseudo-sequence YHTKYREISTNTYESNLYLSYNYYTWAVLAYEWY. The binding affinity (normalized) is 0.246. (10) The peptide sequence is LEEEGVTPL. The MHC is HLA-B40:01 with pseudo-sequence HLA-B40:01. The binding affinity (normalized) is 0.651.